From a dataset of Forward reaction prediction with 1.9M reactions from USPTO patents (1976-2016). Predict the product of the given reaction. (1) Given the reactants [O:1]=[C:2]1[CH2:7][O:6][C@H:5]2[CH2:8][CH2:9][C:10]3([CH2:15][C@@H:4]2[N:3]1[CH:16]1[CH2:21][CH2:20][N:19]([C:22]([O:24][CH2:25][C:26]2[CH:31]=[CH:30][CH:29]=[CH:28][CH:27]=2)=[O:23])[CH2:18][CH2:17]1)OCC[O:11]3.Cl.C([O-])(O)=O.[Na+], predict the reaction product. The product is: [O:1]=[C:2]1[CH2:7][O:6][C@H:5]2[CH2:8][CH2:9][C:10](=[O:11])[CH2:15][C@@H:4]2[N:3]1[CH:16]1[CH2:17][CH2:18][N:19]([C:22]([O:24][CH2:25][C:26]2[CH:27]=[CH:28][CH:29]=[CH:30][CH:31]=2)=[O:23])[CH2:20][CH2:21]1. (2) Given the reactants [CH2:1]([CH:6]1[CH2:11][CH2:10][CH:9]([CH:12]2[CH2:17][CH2:16][CH:15]([CH2:18][CH2:19][CH3:20])[CH2:14][CH2:13]2)[CH2:8][CH2:7]1)[CH2:2][CH2:3][CH:4]=[CH2:5].B1C2CCCC1CCC2.[OH:30]O.[OH-].[Na+], predict the reaction product. The product is: [CH2:18]([CH:15]1[CH2:16][CH2:17][CH:12]([CH:9]2[CH2:10][CH2:11][CH:6]([CH2:1][CH2:2][CH2:3][CH2:4][CH2:5][OH:30])[CH2:7][CH2:8]2)[CH2:13][CH2:14]1)[CH2:19][CH3:20]. (3) Given the reactants [I:1][CH2:2][CH2:3][CH2:4][CH2:5][C:6]1[CH:11]=[CH:10][CH:9]=[CH:8][CH:7]=1.[CH:12]1[CH:17]=[CH:16][C:15]([P:18]([C:25]2[CH:30]=[CH:29][CH:28]=[CH:27][CH:26]=2)[C:19]2[CH:24]=[CH:23][CH:22]=[CH:21][CH:20]=2)=[CH:14][CH:13]=1, predict the reaction product. The product is: [I-:1].[C:25]1([P+:18]([C:15]2[CH:14]=[CH:13][CH:12]=[CH:17][CH:16]=2)([C:19]2[CH:24]=[CH:23][CH:22]=[CH:21][CH:20]=2)[CH2:2][CH2:3][CH2:4][CH2:5][C:6]2[CH:11]=[CH:10][CH:9]=[CH:8][CH:7]=2)[CH:26]=[CH:27][CH:28]=[CH:29][CH:30]=1. (4) Given the reactants [N:1]1([C:7]([O:9][C:10]([CH3:13])(C)C)=[O:8])[CH2:6][CH2:5][NH:4][CH2:3][CH2:2]1.I[C:15]1[CH:19]=[CH:18][S:17][CH:16]=1.[CH3:20][C:21](C)([O-])C.[Na+].C1(P(C2CCCCC2)C2C=CC=CC=2C2C(C(C)C)=CC(C(C)C)=CC=2C(C)C)CCCCC1, predict the reaction product. The product is: [S:17]1[CH:18]=[CH:19][C:15]([N:4]2[CH2:3][CH2:2][N:1]([C:7]([O:9][CH2:10][CH2:13][CH2:20][CH3:21])=[O:8])[CH2:6][CH2:5]2)=[CH:16]1.